Dataset: Reaction yield outcomes from USPTO patents with 853,638 reactions. Task: Predict the reaction yield, written as a fraction of the theoretical maximum amount of product (1.0 means a 100% yield; for example, 0.34 means a 34% yield). (1) The reactants are Br[C:2]1[N:6]([S:7]([C:10]2[CH:11]=[N:12][CH:13]=[CH:14][CH:15]=2)(=[O:9])=[O:8])[CH:5]=[C:4]([CH2:16][N:17]([CH3:25])[C:18](=[O:24])[O:19][C:20]([CH3:23])([CH3:22])[CH3:21])[CH:3]=1.[Cl:26][C:27]1[C:32](B(O)O)=[CH:31][CH:30]=[CH:29][N:28]=1.C(=O)([O-])O.[Na+].COCCOC. The catalyst is C1C=CC([P]([Pd]([P](C2C=CC=CC=2)(C2C=CC=CC=2)C2C=CC=CC=2)([P](C2C=CC=CC=2)(C2C=CC=CC=2)C2C=CC=CC=2)[P](C2C=CC=CC=2)(C2C=CC=CC=2)C2C=CC=CC=2)(C2C=CC=CC=2)C2C=CC=CC=2)=CC=1.O. The product is [C:20]([O:19][C:18](=[O:24])[N:17]([CH2:16][C:4]1[CH:3]=[C:2]([C:32]2[C:27]([Cl:26])=[N:28][CH:29]=[CH:30][CH:31]=2)[N:6]([S:7]([C:10]2[CH:11]=[N:12][CH:13]=[CH:14][CH:15]=2)(=[O:9])=[O:8])[CH:5]=1)[CH3:25])([CH3:23])([CH3:22])[CH3:21]. The yield is 0.600. (2) The reactants are [Br:1][C:2]1[C:3](F)=[C:4]2[C:10]([NH:11][C:12](=[O:21])[CH:13]([C:15]3[CH:20]=[CH:19][CH:18]=[CH:17][CH:16]=3)[CH3:14])=[CH:9][NH:8][C:5]2=[N:6][CH:7]=1.[NH:23]1[CH2:28][CH2:27][CH2:26][C@@H:25]([NH:29][C:30](=[O:36])[O:31][C:32]([CH3:35])([CH3:34])[CH3:33])[CH2:24]1. The catalyst is C(O)(CC)C. The product is [Br:1][C:2]1[C:3]([N:23]2[CH2:28][CH2:27][CH2:26][C@@H:25]([NH:29][C:30](=[O:36])[O:31][C:32]([CH3:34])([CH3:33])[CH3:35])[CH2:24]2)=[C:4]2[C:10]([NH:11][C:12](=[O:21])[CH:13]([C:15]3[CH:20]=[CH:19][CH:18]=[CH:17][CH:16]=3)[CH3:14])=[CH:9][NH:8][C:5]2=[N:6][CH:7]=1. The yield is 0.558. (3) The reactants are Cl[C:2]1[C:11]2[C:6](=[CH:7][CH:8]=[C:9]([O:12][CH3:13])[CH:10]=2)[N:5]=[C:4]([C:14]2[CH:22]=[CH:21][C:17]([C:18]([OH:20])=[O:19])=[CH:16][CH:15]=2)[C:3]=1[F:23]. The catalyst is CO.[Pd]. The product is [F:23][C:3]1[C:4]([C:14]2[CH:22]=[CH:21][C:17]([C:18]([OH:20])=[O:19])=[CH:16][CH:15]=2)=[N:5][C:6]2[C:11]([CH:2]=1)=[CH:10][C:9]([O:12][CH3:13])=[CH:8][CH:7]=2. The yield is 0.660. (4) The reactants are [F:1][C:2]1[CH:3]=[C:4]([N:9]2[CH2:13][C@H:12]([CH2:14]OS(C)(=O)=O)[O:11][C:10]2=[O:20])[CH:5]=[CH:6][C:7]=1[I:8].[N-:21]=[N+:22]=[N-:23].[Na+].O.CCOC(C)=O. The catalyst is CN(C=O)C. The product is [N:21]([CH2:14][C@@H:12]1[O:11][C:10](=[O:20])[N:9]([C:4]2[CH:5]=[CH:6][C:7]([I:8])=[C:2]([F:1])[CH:3]=2)[CH2:13]1)=[N+:22]=[N-:23]. The yield is 0.990. (5) The reactants are [CH3:1][N:2]([CH3:18])[CH2:3][CH2:4][N:5]1[CH2:10][CH2:9][C:8]2[NH:11][C:12]([CH:15]=O)=[C:13]([CH3:14])[C:7]=2[C:6]1=[O:17].[F:19][C:20]1[C:25]([F:26])=[CH:24][CH:23]=[CH:22][C:21]=1[C:27]1[CH:35]=[CH:34][CH:33]=[C:32]2[C:28]=1[CH2:29][C:30](=[O:36])[NH:31]2. No catalyst specified. The product is [F:19][C:20]1[C:25]([F:26])=[CH:24][CH:23]=[CH:22][C:21]=1[C:27]1[CH:35]=[CH:34][CH:33]=[C:32]2[C:28]=1[C:29](=[CH:15][C:12]1[NH:11][C:8]3[CH2:9][CH2:10][N:5]([CH2:4][CH2:3][N:2]([CH3:18])[CH3:1])[C:6](=[O:17])[C:7]=3[C:13]=1[CH3:14])[C:30](=[O:36])[NH:31]2. The yield is 0.616.